From a dataset of Full USPTO retrosynthesis dataset with 1.9M reactions from patents (1976-2016). Predict the reactants needed to synthesize the given product. (1) Given the product [CH:1]1([N:5]2[CH2:11][CH2:10][C:9]3[CH:12]=[CH:13][C:14]([CH2:16][C:17]4[CH:18]=[CH:19][C:20]([C:23]([NH:32][CH:26]([CH3:31])[CH3:27])=[O:24])=[N:21][CH:22]=4)=[CH:15][C:8]=3[CH2:7][CH2:6]2)[CH2:2][CH2:3][CH2:4]1, predict the reactants needed to synthesize it. The reactants are: [CH:1]1([N:5]2[CH2:11][CH2:10][C:9]3[CH:12]=[CH:13][C:14]([CH2:16][C:17]4[CH:18]=[CH:19][C:20]([C:23](O)=[O:24])=[N:21][CH:22]=4)=[CH:15][C:8]=3[CH2:7][CH2:6]2)[CH2:4][CH2:3][CH2:2]1.[CH:26]1([N:32]=C=[N:32][CH:26]2[CH2:31]CCC[CH2:27]2)[CH2:31]CCC[CH2:27]1.ON1C2C=CC=CC=2N=N1.CC(N)C. (2) Given the product [BrH:29].[OH:28][C:24]1[CH:23]=[C:22]([NH:21][C:19]([C@@:12]2([C:13]([OH:15])=[O:14])[CH2:16][CH2:17][CH2:18][NH:11]2)=[O:20])[CH:27]=[CH:26][CH:25]=1, predict the reactants needed to synthesize it. The reactants are: C([N:11]1[CH2:18][CH2:17][CH2:16][C@@:12]1([C:19]([NH:21][C:22]1[CH:27]=[CH:26][CH:25]=[C:24]([OH:28])[CH:23]=1)=[O:20])[C:13]([OH:15])=[O:14])(OCC1C=CC=CC=1)=O.[BrH:29]. (3) The reactants are: [CH3:1][O:2][C:3]1[CH:8]=[CH:7][C:6]([C:9]2[O:10][C:11]([CH3:16])=[C:12]([CH3:15])[N+:13]=2[O-])=[CH:5][CH:4]=1.P(Cl)(Cl)([Cl:19])=O.N. Given the product [Cl:19][CH2:15][C:12]1[N:13]=[C:9]([C:6]2[CH:7]=[CH:8][C:3]([O:2][CH3:1])=[CH:4][CH:5]=2)[O:10][C:11]=1[CH3:16], predict the reactants needed to synthesize it. (4) Given the product [CH2:1]([S:23][C:20]1[N:21]=[N:22][C:17]([C:11]2[CH:12]=[CH:13][C:14]([CH3:16])=[CH:15][C:10]=2[CH3:9])=[CH:18][CH:19]=1)[C:2]1[CH:7]=[CH:6][CH:5]=[CH:4][CH:3]=1, predict the reactants needed to synthesize it. The reactants are: [CH2:1](Br)[C:2]1[CH:7]=[CH:6][CH:5]=[CH:4][CH:3]=1.[CH3:9][C:10]1[CH:15]=[C:14]([CH3:16])[CH:13]=[CH:12][C:11]=1[C:17]1[CH:18]=[CH:19][C:20](=[S:23])[NH:21][N:22]=1. (5) Given the product [NH2:9][C:8]1[C:7]2[N:6]=[CH:5][C:4]([C:10]#[C:11][C:12]3[CH:22]=[CH:21][C:15]([C:16]([O:18][CH2:19][CH3:20])=[O:17])=[CH:14][C:13]=3[CH3:23])=[CH:3][C:2]=2[C:28]2[CH:27]=[CH:26][C:25]([CH3:24])=[CH:30][C:29]=2[N:31]=1, predict the reactants needed to synthesize it. The reactants are: Cl[C:2]1[CH:3]=[C:4]([C:10]#[C:11][C:12]2[CH:22]=[CH:21][C:15]([C:16]([O:18][CH2:19][CH3:20])=[O:17])=[CH:14][C:13]=2[CH3:23])[CH:5]=[N:6][C:7]=1[C:8]#[N:9].[CH3:24][C:25]1[CH:26]=[CH:27][C:28](B2OC(C)(C)C(C)(C)O2)=[C:29]([NH:31]C(=O)OC(C)(C)C)[CH:30]=1.C(=O)([O-])[O-].[K+].[K+]. (6) Given the product [CH2:9]([N:16]1[CH2:21][CH2:20][CH:19]([C:22]2[O:8][C:3]3[CH2:4][CH2:5][CH2:6][CH2:7][C:2]=3[N:24]=2)[CH2:18][CH2:17]1)[C:10]1[CH:15]=[CH:14][CH:13]=[CH:12][CH:11]=1, predict the reactants needed to synthesize it. The reactants are: Cl[CH:2]1[CH2:7][CH2:6][CH2:5][CH2:4][C:3]1=[O:8].[CH2:9]([N:16]1[CH2:21][CH2:20][CH:19]([C:22]([NH2:24])=O)[CH2:18][CH2:17]1)[C:10]1[CH:15]=[CH:14][CH:13]=[CH:12][CH:11]=1.